This data is from Full USPTO retrosynthesis dataset with 1.9M reactions from patents (1976-2016). The task is: Predict the reactants needed to synthesize the given product. (1) Given the product [C:1]([O:28][C:27](=[O:29])[CH2:26][N:22]([CH3:21])[C:23]([NH2:25])=[NH:24])(=[O:19])[CH2:2][CH2:3][CH2:4][CH2:5][CH2:6][CH2:7][CH2:8][CH2:9][CH2:10][CH2:11][CH2:12][CH2:13][CH2:14][CH2:15][CH2:16][CH2:17][CH3:18], predict the reactants needed to synthesize it. The reactants are: [C:1](Cl)(=[O:19])[CH2:2][CH2:3][CH2:4][CH2:5][CH2:6][CH2:7][CH2:8][CH2:9][CH2:10][CH2:11][CH2:12][CH2:13][CH2:14][CH2:15][CH2:16][CH2:17][CH3:18].[CH3:21][N:22]([CH2:26][C:27]([O-:29])=[O:28])[C:23]([NH2:25])=[NH:24].[K+]. (2) Given the product [N:14]([C:17]1[CH:18]=[CH:22][C:23]([C:41]([N:9]2[CH2:10][CH2:11][C:5]3[CH:4]=[C:3]([O:2][CH3:1])[CH:13]=[CH:12][C:6]=3[CH2:7][CH2:8]2)=[O:42])=[CH:24][CH:25]=1)=[N+:15]=[N-:16], predict the reactants needed to synthesize it. The reactants are: [CH3:1][O:2][C:3]1[CH:13]=[CH:12][C:6]2[CH2:7][CH2:8][NH:9][CH2:10][CH2:11][C:5]=2[CH:4]=1.[N:14]([C:17]1[CH:25]=[CH:24][CH:23]=[CH:22][C:18]=1C(O)=O)=[N+:15]=[N-:16].C(Cl)CCl.CCN(C(C)C)C(C)C.C1C[O:42][CH2:41]C1.